The task is: Binary Classification. Given a drug SMILES string, predict its activity (active/inactive) in a high-throughput screening assay against a specified biological target.. This data is from Tyrosyl-DNA phosphodiesterase HTS with 341,365 compounds. (1) The drug is S(=O)(=O)(c1cc2CC(N(c2cc1)C(=O)CC)C)CCC(=O)N1CCN(CC1)c1ccccc1. The result is 0 (inactive). (2) The drug is O=C1N(C(=O)CC1Cc1cc(cc(c1)C)C)c1c(OC)ccc(OC)c1. The result is 0 (inactive). (3) The compound is Clc1c(NC(=O)CCCc2[nH]c3c(c(=O)n2)cccc3)ccc(c1)C. The result is 0 (inactive).